From a dataset of Catalyst prediction with 721,799 reactions and 888 catalyst types from USPTO. Predict which catalyst facilitates the given reaction. (1) Reactant: [CH3:1][O:2][CH2:3][CH:4]([CH2:29][O:30][CH3:31])[O:5][C:6]1[CH:7]=[C:8]([O:18][C:19]2[CH:20]=[N:21][C:22]([S:25]([CH3:28])(=[O:27])=[O:26])=[CH:23][CH:24]=2)[CH:9]=[C:10]2[C:14]=1[NH:13][C:12]([C:15](=[S:17])[NH2:16])=[CH:11]2.[C:32]([O:37][CH2:38][CH3:39])(=[O:36])[C:33]#[C:34][CH3:35].C(P(CCCC)CCCC)CCC.O1CCCC1. Product: [CH3:1][O:2][CH2:3][CH:4]([CH2:29][O:30][CH3:31])[O:5][C:6]1[CH:7]=[C:8]([O:18][C:19]2[CH:20]=[N:21][C:22]([S:25]([CH3:28])(=[O:26])=[O:27])=[CH:23][CH:24]=2)[CH:9]=[C:10]2[C:14]=1[NH:13][C:12]([C:15]1[S:17][CH:34]([CH2:33][C:32]([O:37][CH2:38][CH3:39])=[O:36])[CH2:35][N:16]=1)=[CH:11]2. The catalyst class is: 11. (2) Reactant: C(OC(=O)[NH:7][C:8]1[CH:13]=[C:12]([CH3:14])[C:11]([C:15]([F:18])([F:17])[F:16])=[CH:10][C:9]=1[NH:19][C:20](=[O:43])[CH2:21][C:22](=O)[C:23]1[CH:28]=[CH:27][CH:26]=[C:25]([N:29]2[C:33]([CH2:34][O:35]C3CCCCO3)=[CH:32][N:31]=[N:30]2)[CH:24]=1)(C)(C)C.C(O)(C(F)(F)F)=O. Product: [OH:35][CH2:34][C:33]1[N:29]([C:25]2[CH:24]=[C:23]([C:22]3[CH2:21][C:20](=[O:43])[NH:19][C:9]4[CH:10]=[C:11]([C:15]([F:16])([F:18])[F:17])[C:12]([CH3:14])=[CH:13][C:8]=4[N:7]=3)[CH:28]=[CH:27][CH:26]=2)[N:30]=[N:31][CH:32]=1. The catalyst class is: 2.